From a dataset of Peptide-MHC class II binding affinity with 134,281 pairs from IEDB. Regression. Given a peptide amino acid sequence and an MHC pseudo amino acid sequence, predict their binding affinity value. This is MHC class II binding data. (1) The peptide sequence is VATLSEALRIIAGTLEVHAV. The MHC is HLA-DPA10301-DPB10402 with pseudo-sequence HLA-DPA10301-DPB10402. The binding affinity (normalized) is 0.603. (2) The peptide sequence is LMRFITAETHGHERG. The MHC is DRB1_0101 with pseudo-sequence DRB1_0101. The binding affinity (normalized) is 0.479. (3) The peptide sequence is DEAHFLDPASIAARG. The MHC is HLA-DQA10102-DQB10501 with pseudo-sequence HLA-DQA10102-DQB10501. The binding affinity (normalized) is 0.435. (4) The binding affinity (normalized) is 0.499. The MHC is DRB1_1501 with pseudo-sequence DRB1_1501. The peptide sequence is GELQIVDKIDFAFKI. (5) The peptide sequence is MADDMERIFKRFDTN. The MHC is HLA-DQA10201-DQB10202 with pseudo-sequence HLA-DQA10201-DQB10202. The binding affinity (normalized) is 0.155. (6) The peptide sequence is GAYETYKFIPSLEAA. The MHC is DRB1_0301 with pseudo-sequence DRB1_0301. The binding affinity (normalized) is 0.285. (7) The peptide sequence is IGHLLRGRNHFIYIV. The MHC is DRB1_0901 with pseudo-sequence DRB1_0901. The binding affinity (normalized) is 0.128.